This data is from Full USPTO retrosynthesis dataset with 1.9M reactions from patents (1976-2016). The task is: Predict the reactants needed to synthesize the given product. (1) Given the product [NH:24]1[C:32]2[C:27](=[C:28]([C:2]3[N:11]=[CH:10][C:9]4[N:8]([CH2:12][C:13]5[CH:18]=[CH:17][CH:16]=[C:15]([CH3:19])[N:14]=5)[CH2:7][CH:6]5[CH2:20][O:21][CH2:22][CH2:23][N:5]5[C:4]=4[N:3]=3)[CH:29]=[CH:30][CH:31]=2)[CH:26]=[CH:25]1, predict the reactants needed to synthesize it. The reactants are: Cl[C:2]1[N:11]=[CH:10][C:9]2[N:8]([CH2:12][C:13]3[CH:18]=[CH:17][CH:16]=[C:15]([CH3:19])[N:14]=3)[CH2:7][CH:6]3[CH2:20][O:21][CH2:22][CH2:23][N:5]3[C:4]=2[N:3]=1.[NH:24]1[C:32]2[C:27](=[C:28](B(O)O)[CH:29]=[CH:30][CH:31]=2)[CH:26]=[CH:25]1. (2) Given the product [Cl:1][C:2]1[C:11]([NH2:12])=[C:10]([NH:15][CH2:16][CH2:17][C:18]2[O:22][N:21]=[C:20]([C:23]3[CH:24]=[CH:25][C:26]([F:29])=[CH:27][CH:28]=3)[CH:19]=2)[C:9]2[C:4](=[CH:5][CH:6]=[CH:7][CH:8]=2)[N:3]=1, predict the reactants needed to synthesize it. The reactants are: [Cl:1][C:2]1[C:11]([N+:12]([O-])=O)=[C:10]([NH:15][CH2:16][CH2:17][C:18]2[O:22][N:21]=[C:20]([C:23]3[CH:28]=[CH:27][C:26]([F:29])=[CH:25][CH:24]=3)[CH:19]=2)[C:9]2[C:4](=[CH:5][CH:6]=[CH:7][CH:8]=2)[N:3]=1. (3) Given the product [O:20]=[S:9]1(=[O:21])[C:10]2[C:15](=[CH:14][CH:13]=[CH:12][CH:11]=2)[C:16]2[C:7](=[C:6]3[C:19](=[CH:18][CH:17]=2)[C:2]([N:24]([CH2:25][CH3:26])[CH2:22][CH3:23])=[CH:3][CH:4]=[N:5]3)[NH:8]1, predict the reactants needed to synthesize it. The reactants are: Cl[C:2]1[C:19]2[C:6](=[C:7]3[C:16](=[CH:17][CH:18]=2)[C:15]2[C:10](=[CH:11][CH:12]=[CH:13][CH:14]=2)[S:9](=[O:21])(=[O:20])[NH:8]3)[N:5]=[CH:4][CH:3]=1.[CH2:22]([NH:24][CH2:25][CH3:26])[CH3:23].CCN(C(C)C)C(C)C. (4) Given the product [C:8]1([CH3:12])[CH:9]=[CH:10][CH:11]=[C:6]([O:5][CH2:4][CH2:3][CH2:2][O:13][C:14]2[CH:15]=[CH:16][C:17]([CH:20]([C:26]#[C:27][CH3:28])[CH2:21][C:22]([OH:24])=[O:23])=[CH:18][CH:19]=2)[CH:7]=1, predict the reactants needed to synthesize it. The reactants are: Br[CH2:2][CH2:3][CH2:4][O:5][C:6]1[CH:11]=[CH:10][CH:9]=[C:8]([CH3:12])[CH:7]=1.[OH:13][C:14]1[CH:19]=[CH:18][C:17]([CH:20]([C:26]#[C:27][CH3:28])[CH2:21][C:22]([O:24]C)=[O:23])=[CH:16][CH:15]=1. (5) The reactants are: [NH2:1][C:2](=[O:35])[C:3]([NH:6][C:7](=[O:34])[C:8]1[CH:13]=[CH:12][CH:11]=[C:10]([C:14]2[C:23]3[C:18](=[CH:19][C:20]([S:29][CH2:30][CH3:31])=[C:21]4[O:26][C:25]([CH3:28])([CH3:27])[CH2:24][C:22]4=3)[CH2:17][C:16]([CH3:33])([CH3:32])[N:15]=2)[CH:9]=1)([CH3:5])[CH3:4].I([O-])(=O)(=O)=[O:37].[Na+]. Given the product [NH2:1][C:2](=[O:35])[C:3]([NH:6][C:7](=[O:34])[C:8]1[CH:13]=[CH:12][CH:11]=[C:10]([C:14]2[C:23]3[C:18](=[CH:19][C:20]([S:29]([CH2:30][CH3:31])=[O:37])=[C:21]4[O:26][C:25]([CH3:27])([CH3:28])[CH2:24][C:22]4=3)[CH2:17][C:16]([CH3:33])([CH3:32])[N:15]=2)[CH:9]=1)([CH3:4])[CH3:5], predict the reactants needed to synthesize it. (6) Given the product [CH2:1]([P:3]([CH2:6][CH2:7][C:8]#[N:9])(=[O:4])[O:5][CH2:10][CH2:11][CH2:12][CH3:13])[CH3:2], predict the reactants needed to synthesize it. The reactants are: [CH2:1]([P:3]([CH2:6][CH2:7][C:8]#[N:9])(=[O:5])[OH:4])[CH3:2].[CH2:10](O)[CH2:11][CH2:12][CH3:13].O.